This data is from Catalyst prediction with 721,799 reactions and 888 catalyst types from USPTO. The task is: Predict which catalyst facilitates the given reaction. (1) Reactant: [CH3:1][O:2][C:3]([CH2:5][N:6]1[CH:10]=[CH:9][C:8](/[CH:11]=[C:12]2\[CH2:13][N:14]([C:19]([C:32]3[CH:37]=[CH:36][CH:35]=[CH:34][CH:33]=3)([C:26]3[CH:31]=[CH:30][CH:29]=[CH:28][CH:27]=3)[C:20]3[CH:25]=[CH:24][CH:23]=[CH:22][CH:21]=3)[CH2:15][CH2:16][CH:17]\2O)=[CH:7]1)=[O:4].[C:38]([OH:41])(=[S:40])[CH3:39].C(OC(OCC(C)(C)C)N(C)C)C(C)(C)C.O. Product: [C:38]([S:40][CH:17]1[CH2:16][CH2:15][N:14]([C:19]([C:20]2[CH:25]=[CH:24][CH:23]=[CH:22][CH:21]=2)([C:32]2[CH:33]=[CH:34][CH:35]=[CH:36][CH:37]=2)[C:26]2[CH:31]=[CH:30][CH:29]=[CH:28][CH:27]=2)[CH2:13]/[C:12]/1=[CH:11]\[C:8]1[CH:9]=[CH:10][N:6]([CH2:5][C:3]([O:2][CH3:1])=[O:4])[CH:7]=1)(=[O:41])[CH3:39]. The catalyst class is: 224. (2) Reactant: Br[CH2:2][CH2:3][CH2:4][C:5]#[N:6].[Br:7][C:8]1[CH:9]=[C:10]([CH:22]=[CH:23][C:24]=1[Cl:25])[C:11]([N:13]([C:15]1[CH:20]=[CH:19][CH:18]=[CH:17][C:16]=1[OH:21])[CH3:14])=[O:12]. Product: [Br:7][C:8]1[CH:9]=[C:10]([CH:22]=[CH:23][C:24]=1[Cl:25])[C:11]([N:13]([C:15]1[CH:20]=[CH:19][CH:18]=[CH:17][C:16]=1[O:21][CH2:2][CH2:3][CH2:4][C:5]#[N:6])[CH3:14])=[O:12]. The catalyst class is: 3.